This data is from Peptide-MHC class I binding affinity with 185,985 pairs from IEDB/IMGT. The task is: Regression. Given a peptide amino acid sequence and an MHC pseudo amino acid sequence, predict their binding affinity value. This is MHC class I binding data. (1) The peptide sequence is LSVIWMMWYW. The MHC is HLA-A11:01 with pseudo-sequence HLA-A11:01. The binding affinity (normalized) is 0. (2) The peptide sequence is CAGDFAFHK. The MHC is HLA-A11:01 with pseudo-sequence HLA-A11:01. The binding affinity (normalized) is 0.331. (3) The peptide sequence is ASTTENAAY. The MHC is HLA-A31:01 with pseudo-sequence HLA-A31:01. The binding affinity (normalized) is 0.